Dataset: Catalyst prediction with 721,799 reactions and 888 catalyst types from USPTO. Task: Predict which catalyst facilitates the given reaction. (1) Reactant: BrCCBr.[Mg].Br[C:7]1[C:16]2[C:11](=[CH:12][CH:13]=[CH:14][CH:15]=2)[CH:10]=[CH:9][C:8]=1[CH3:17].C(O[B:22]1[O:26][C:25]([CH3:28])([CH3:27])[C:24]([CH3:30])([CH3:29])[O:23]1)(C)C. Product: [CH3:29][C:24]1([CH3:30])[C:25]([CH3:28])([CH3:27])[O:26][B:22]([C:7]2[C:16]3[C:11](=[CH:12][CH:13]=[CH:14][CH:15]=3)[CH:10]=[CH:9][C:8]=2[CH3:17])[O:23]1. The catalyst class is: 20. (2) Reactant: [S:1]1[C:5]2[CH:6]=[C:7]([NH2:10])[CH:8]=[CH:9][C:4]=2[N:3]=[C:2]1[NH2:11].Br.C1(S[C:20]([C:22]2[S:23][CH:24]=[CH:25][CH:26]=2)=[NH:21])C=CC=CC=1. Product: [NH2:11][C:2]1[S:1][C:5]2[CH:6]=[C:7]([NH:10][C:20]([C:22]3[S:23][CH:24]=[CH:25][CH:26]=3)=[NH:21])[CH:8]=[CH:9][C:4]=2[N:3]=1. The catalyst class is: 28. (3) Product: [CH3:27][C:25]1([CH3:28])[O:24][N:23]=[C:22]([S:21][CH2:2][C:3]2[C:8](=[O:9])[N:7]3[CH2:10][CH2:11][CH2:12][C:6]3=[N:5][C:4]=2[C:13]([F:16])([F:15])[F:14])[CH2:26]1. The catalyst class is: 10. Reactant: Br[CH2:2][C:3]1[C:8](=[O:9])[N:7]2[CH2:10][CH2:11][CH2:12][C:6]2=[N:5][C:4]=1[C:13]([F:16])([F:15])[F:14].Cl.C([S:21][C:22]1[CH2:26][C:25]([CH3:28])([CH3:27])[O:24][N:23]=1)(=N)N.C(=O)([O-])[O-].[K+].[K+].O. (4) Reactant: [C:1]([C:4]1[C:13]([N:14]2[CH2:18][CH2:17][C@H:16]([NH:19][C:20](=[O:22])[CH3:21])[CH2:15]2)=[C:12]2[C:7]([CH:8]=[CH:9][CH:10]=[N:11]2)=[C:6]([Cl:23])[CH:5]=1)(=O)[CH3:2].C([O-])(=O)C.[NH4+].C([BH3-])#[N:30].[Na+]. Product: [NH2:30][CH:1]([C:4]1[C:13]([N:14]2[CH2:18][CH2:17][C@H:16]([NH:19][C:20](=[O:22])[CH3:21])[CH2:15]2)=[C:12]2[C:7]([CH:8]=[CH:9][CH:10]=[N:11]2)=[C:6]([Cl:23])[CH:5]=1)[CH3:2]. The catalyst class is: 449. (5) Reactant: ClC(Cl)([O:4][C:5](=[O:11])[O:6]C(Cl)(Cl)Cl)Cl.[CH3:13][C:14]1[N:18]([CH2:19][CH2:20][OH:21])[C:17]([N+:22]([O-:24])=[O:23])=[CH:16][N:15]=1. Product: [CH3:13][C:14]1[N:18]([CH2:19][CH2:20][OH:21])[C:17]([N+:22]([O-:24])=[O:23])=[CH:16][N:15]=1.[C:5](=[O:4])([O-:11])[O-:6]. The catalyst class is: 79. (6) Product: [OH:28][NH:27][C:1](=[NH:2])[C:3]1[C:4]([CH3:20])=[C:5]2[C:9](=[CH:10][CH:11]=1)[N:8]([CH2:12][CH2:13][CH2:14][C:15]([O:17][CH2:18][CH3:19])=[O:16])[N:7]=[CH:6]2. Reactant: [C:1]([C:3]1[C:4]([CH3:20])=[C:5]2[C:9](=[CH:10][CH:11]=1)[N:8]([CH2:12][CH2:13][CH2:14][C:15]([O:17][CH2:18][CH3:19])=[O:16])[N:7]=[CH:6]2)#[N:2].C(=O)(O)[O-].[Na+].Cl.[NH2:27][OH:28]. The catalyst class is: 8. (7) Reactant: [N:1]1[NH:2][N:3]=[N:4][C:5]=1[C:6]1[CH:7]=[C:8]([C:12]2[N:13]=[C:14](Cl)[C:15]3[C:16](=[CH:18][N:19](CC4C=CC(OC)=CC=4)[N:20]=3)[N:17]=2)[CH:9]=[CH:10][CH:11]=1.[NH2:31][C:32]1[CH:41]=[C:40]2[C:35]([CH2:36][CH2:37][C:38](=[O:42])[NH:39]2)=[CH:34][CH:33]=1.Cl. Product: [N:1]1[NH:2][N:3]=[N:4][C:5]=1[C:6]1[CH:7]=[C:8]([C:12]2[N:13]=[C:14]([NH:31][C:32]3[CH:41]=[C:40]4[C:35]([CH2:36][CH2:37][C:38](=[O:42])[NH:39]4)=[CH:34][CH:33]=3)[C:15]3[NH:20][N:19]=[CH:18][C:16]=3[N:17]=2)[CH:9]=[CH:10][CH:11]=1. The catalyst class is: 71.